From a dataset of Blood-brain barrier permeability classification from the B3DB database. Regression/Classification. Given a drug SMILES string, predict its absorption, distribution, metabolism, or excretion properties. Task type varies by dataset: regression for continuous measurements (e.g., permeability, clearance, half-life) or binary classification for categorical outcomes (e.g., BBB penetration, CYP inhibition). Dataset: b3db_classification. The molecule is CCCCCCCCCCCCCCCCCC(=O)OCC(=O)OCC(=O)C1(O)CCC2C3CCC4=CC(=O)C=CC4(C)C3C(O)CC21C. The result is 1 (penetrates BBB).